From a dataset of Catalyst prediction with 721,799 reactions and 888 catalyst types from USPTO. Predict which catalyst facilitates the given reaction. (1) Reactant: C[Si]([N-][Si](C)(C)C)(C)C.[K+].[Br-].[Br:12][C:13]1[CH:38]=[CH:37][C:16]([CH2:17][P+](C2C=CC=CC=2)(C2C=CC=CC=2)C2C=CC=CC=2)=[CH:15][CH:14]=1.[CH3:39][S:40][C:41]1[CH:48]=[CH:47][C:44]([CH:45]=O)=[CH:43][CH:42]=1. Product: [Br:12][C:13]1[CH:14]=[CH:15][C:16]([CH:17]=[CH:45][C:44]2[CH:47]=[CH:48][C:41]([S:40][CH3:39])=[CH:42][CH:43]=2)=[CH:37][CH:38]=1. The catalyst class is: 1. (2) Reactant: [OH:1][CH2:2][CH2:3][C@H:4]([O:6][C:7]1[CH:12]=[CH:11][CH:10]=[CH:9][C:8]=1[C:13]1[CH:18]=[CH:17][C:16]([C:19]([O:21]C)=[O:20])=[C:15]([N+:23]([O-:25])=[O:24])[CH:14]=1)[CH3:5].C[Si](C)(C)[O-].[K+].C(O)(=O)CC(CC(O)=O)(C(O)=O)O. Product: [OH:1][CH2:2][CH2:3][C@H:4]([O:6][C:7]1[CH:12]=[CH:11][CH:10]=[CH:9][C:8]=1[C:13]1[CH:18]=[CH:17][C:16]([C:19]([OH:21])=[O:20])=[C:15]([N+:23]([O-:25])=[O:24])[CH:14]=1)[CH3:5]. The catalyst class is: 7.